This data is from Catalyst prediction with 721,799 reactions and 888 catalyst types from USPTO. The task is: Predict which catalyst facilitates the given reaction. (1) The catalyst class is: 32. Reactant: [C:1]([OH:8])(=[O:7])/[CH:2]=[CH:3]\[C:4]([OH:6])=[O:5].[CH3:9][N:10]1[CH2:27][CH:26]2[CH:12]([C:13]3[CH:14]=[CH:15][CH:16]=[CH:17][C:18]=3[O:19][C:20]3[CH:21]=[CH:22][C:23]([Cl:28])=[CH:24][C:25]=32)[CH2:11]1. Product: [CH3:9][N:10]1[CH2:27][CH:26]2[CH:12]([C:13]3[CH:14]=[CH:15][CH:16]=[CH:17][C:18]=3[O:19][C:20]3[CH:21]=[CH:22][C:23]([Cl:28])=[CH:24][C:25]=32)[CH2:11]1.[CH:2](/[C:1]([OH:8])=[O:7])=[CH:3]/[C:4]([OH:6])=[O:5]. (2) Reactant: [Cl:1][C:2]1[CH:3]=[CH:4][C:5]([CH2:8][CH2:9][C:10]2[CH:15]=[CH:14][N:13]([C:16]3[CH:21]=[CH:20][C:19]4[C:22]5[CH2:23][N:24](C(OC(C)(C)C)=O)[CH2:25][CH2:26][CH2:27][C:28]=5[O:29][C:18]=4[CH:17]=3)[C:12](=[O:37])[N:11]=2)=[N:6][CH:7]=1.Cl.CCOCC.C([O-])(O)=O.[Na+]. Product: [Cl:1][C:2]1[CH:3]=[CH:4][C:5]([CH2:8][CH2:9][C:10]2[CH:15]=[CH:14][N:13]([C:16]3[CH:21]=[CH:20][C:19]4[C:22]5[CH2:23][NH:24][CH2:25][CH2:26][CH2:27][C:28]=5[O:29][C:18]=4[CH:17]=3)[C:12](=[O:37])[N:11]=2)=[N:6][CH:7]=1. The catalyst class is: 5. (3) Reactant: C([Li])CCC.C(NC(C)C)(C)C.[CH3:13][O:14][C:15]1[C:20]([O:21][CH3:22])=[C:19]([O:23][CH3:24])[CH:18]=[C:17]([CH3:25])[C:16]=1[CH:26]([C:28]1[C:29]([Cl:39])=[N:30][C:31]([Cl:38])=[CH:32][C:33]=1[C:34]([F:37])([F:36])[F:35])[OH:27].[CH:40](=[O:42])[CH3:41]. Product: [CH3:13][O:14][C:15]1[C:20]([O:21][CH3:22])=[C:19]([O:23][CH3:24])[CH:18]=[C:17]([CH3:25])[C:16]=1[CH:26]([C:28]1[C:29]([Cl:39])=[N:30][C:31]([Cl:38])=[C:32]([CH:40]([OH:42])[CH3:41])[C:33]=1[C:34]([F:35])([F:37])[F:36])[OH:27]. The catalyst class is: 132. (4) Reactant: C([O:3][C:4](=[O:28])[C:5]([C:8]1[CH:13]=[CH:12][CH:11]=[C:10]([C:14]#[C:15][C:16]2[CH:21]=[CH:20][C:19]([CH2:22][C:23]([O:25][CH3:26])=[O:24])=[C:18]([F:27])[CH:17]=2)[CH:9]=1)([CH3:7])[CH3:6])C.[OH-].[Li+]. Product: [F:27][C:18]1[CH:17]=[C:16]([C:15]#[C:14][C:10]2[CH:9]=[C:8]([C:5]([CH3:7])([CH3:6])[C:4]([OH:28])=[O:3])[CH:13]=[CH:12][CH:11]=2)[CH:21]=[CH:20][C:19]=1[CH2:22][C:23]([O:25][CH3:26])=[O:24]. The catalyst class is: 199. (5) Reactant: [OH:1][C:2]1[CH:9]=[CH:8][C:7]([OH:10])=[CH:6][C:3]=1[CH:4]=O.[CH:11]([CH:13]=[CH2:14])=[O:12].C(=O)([O-])[O-].[K+].[K+]. Product: [OH:10][C:7]1[CH:6]=[C:3]2[C:2](=[CH:9][CH:8]=1)[O:1][CH2:14][C:13]([CH:11]=[O:12])=[CH:4]2. The catalyst class is: 38.